This data is from Peptide-MHC class I binding affinity with 185,985 pairs from IEDB/IMGT. The task is: Regression. Given a peptide amino acid sequence and an MHC pseudo amino acid sequence, predict their binding affinity value. This is MHC class I binding data. (1) The peptide sequence is SVKGRFTI. The MHC is HLA-A29:02 with pseudo-sequence HLA-A29:02. The binding affinity (normalized) is 0. (2) The peptide sequence is DFISMYFPW. The MHC is HLA-B46:01 with pseudo-sequence HLA-B46:01. The binding affinity (normalized) is 0.0847. (3) The peptide sequence is RTNFLIKFL. The MHC is HLA-B07:02 with pseudo-sequence HLA-B07:02. The binding affinity (normalized) is 0. (4) The peptide sequence is NPTQAPVIQLHAVY. The MHC is HLA-A23:01 with pseudo-sequence HLA-A23:01. The binding affinity (normalized) is 0.